This data is from Full USPTO retrosynthesis dataset with 1.9M reactions from patents (1976-2016). The task is: Predict the reactants needed to synthesize the given product. (1) Given the product [C:40]1([NH:39][C:15]2[CH:32]=[CH:31][C:30]3[C:29]4[C:24](=[CH:25][CH:26]=[CH:27][CH:28]=4)[C:23]4[C:18](=[CH:19][CH:20]=[CH:21][CH:22]=4)[C:17]=3[CH:16]=2)[CH:45]=[CH:44][CH:43]=[CH:42][CH:41]=1, predict the reactants needed to synthesize it. The reactants are: C(P(C(C)(C)C)C(C)(C)C)(C)(C)C.Br[C:15]1[CH:32]=[CH:31][C:30]2[C:29]3[C:24](=[CH:25][CH:26]=[CH:27][CH:28]=3)[C:23]3[C:18](=[CH:19][CH:20]=[CH:21][CH:22]=3)[C:17]=2[CH:16]=1.CC(C)([O-])C.[Na+].[NH2:39][C:40]1[CH:45]=[CH:44][CH:43]=[CH:42][CH:41]=1. (2) The reactants are: [NH:1]1[CH2:6][CH2:5][CH:4]([C:7]([C:9]2[CH:14]=[CH:13][C:12]([NH:15][C:16](=[O:18])[CH3:17])=[CH:11][CH:10]=2)=[O:8])[CH2:3][CH2:2]1.C(=O)([O-])[O-].[K+].[K+].Br[CH2:26][C:27]1[CH:32]=[CH:31][C:30]([C:33]([OH:42])([C:38]([F:41])([F:40])[F:39])[C:34]([F:37])([F:36])[F:35])=[CH:29][CH:28]=1.CO. Given the product [F:35][C:34]([F:36])([F:37])[C:33]([C:30]1[CH:31]=[CH:32][C:27]([CH2:26][N:1]2[CH2:2][CH2:3][CH:4]([C:7]([C:9]3[CH:10]=[CH:11][C:12]([NH:15][C:16](=[O:18])[CH3:17])=[CH:13][CH:14]=3)=[O:8])[CH2:5][CH2:6]2)=[CH:28][CH:29]=1)([OH:42])[C:38]([F:39])([F:41])[F:40], predict the reactants needed to synthesize it. (3) Given the product [Cl:1][C:2]1[CH:3]=[CH:4][C:5]([C:8]2[CH:9]=[C:10]([NH:20][C:26]([C:22]3[O:21][CH:25]=[CH:24][CH:23]=3)=[O:27])[CH:11]=[N:12][C:13]=2[O:14][CH2:15][C:16]([F:17])([F:18])[F:19])=[CH:6][CH:7]=1, predict the reactants needed to synthesize it. The reactants are: [Cl:1][C:2]1[CH:7]=[CH:6][C:5]([C:8]2[CH:9]=[C:10]([NH2:20])[CH:11]=[N:12][C:13]=2[O:14][CH2:15][C:16]([F:19])([F:18])[F:17])=[CH:4][CH:3]=1.[O:21]1[CH:25]=[CH:24][CH:23]=[C:22]1[C:26](O)=[O:27]. (4) Given the product [Si:15]([O:1][C:2]1[CH:9]=[CH:8][C:5]([CH:6]=[O:7])=[CH:4][CH:3]=1)([C:18]([CH3:21])([CH3:20])[CH3:19])([CH3:17])[CH3:16], predict the reactants needed to synthesize it. The reactants are: [OH:1][C:2]1[CH:9]=[CH:8][C:5]([CH:6]=[O:7])=[CH:4][CH:3]=1.N1C=CN=C1.[Si:15](Cl)([C:18]([CH3:21])([CH3:20])[CH3:19])([CH3:17])[CH3:16].CO. (5) The reactants are: [O:1]=[C:2]1[C:26]2[C:21](=[CH:22][CH:23]=[CH:24][CH:25]=2)[O:20][C:4]2([CH2:9][CH2:8][N:7](C(OCC3C=CC=CC=3)=O)[CH2:6][CH2:5]2)[CH2:3]1.[H][H]. Given the product [NH:7]1[CH2:8][CH2:9][C:4]2([CH2:3][C:2](=[O:1])[C:26]3[C:21](=[CH:22][CH:23]=[CH:24][CH:25]=3)[O:20]2)[CH2:5][CH2:6]1, predict the reactants needed to synthesize it. (6) Given the product [CH3:1][S:2][C:3]1[N:4]=[CH:5][C:6]2[C:15](=[O:16])[N:14]([C:17]3[CH:18]=[C:19]([CH:25]=[CH:26][CH:27]=3)[C:20]([OH:22])=[O:21])[CH2:13][C@H:12]3[N:8]([CH2:9][CH2:10][CH2:11]3)[C:7]=2[N:28]=1, predict the reactants needed to synthesize it. The reactants are: [CH3:1][S:2][C:3]1[N:4]=[CH:5][C:6]2[C:15](=[O:16])[N:14]([C:17]3[CH:18]=[C:19]([CH:25]=[CH:26][CH:27]=3)[C:20]([O:22]CC)=[O:21])[CH2:13][C@H:12]3[N:8]([CH2:9][CH2:10][CH2:11]3)[C:7]=2[N:28]=1.[OH-].[Na+].